Task: Predict the product of the given reaction.. Dataset: Forward reaction prediction with 1.9M reactions from USPTO patents (1976-2016) (1) Given the reactants [Cl:1][C:2]1[CH:3]=[C:4]([CH:11]=[C:12]([C:14]([F:17])([F:16])[F:15])[CH:13]=1)[C:5](N(OC)C)=[O:6].[CH3:18][Mg]Br.[Cl-].[NH4+], predict the reaction product. The product is: [Cl:1][C:2]1[CH:3]=[C:4]([C:5](=[O:6])[CH3:18])[CH:11]=[C:12]([C:14]([F:17])([F:16])[F:15])[CH:13]=1. (2) Given the reactants C([O:5][C:6]([C:8]1[CH:29]=[CH:28][C:11]([CH2:12][N:13]2[C:18](=[O:19])[C:17]3[CH:20]=[C:21]([C:23]([OH:25])=O)[S:22][C:16]=3[N:15]([CH3:26])[C:14]2=[O:27])=[CH:10][CH:9]=1)=[O:7])(C)(C)C.CCN(CC)CC.[F:37][C:38]1[CH:45]=[CH:44][C:41]([CH2:42][NH2:43])=[CH:40][CH:39]=1, predict the reaction product. The product is: [F:37][C:38]1[CH:45]=[CH:44][C:41]([CH2:42][NH:43][C:23]([C:21]2[S:22][C:16]3[N:15]([CH3:26])[C:14](=[O:27])[N:13]([CH2:12][C:11]4[CH:10]=[CH:9][C:8]([C:6]([OH:5])=[O:7])=[CH:29][CH:28]=4)[C:18](=[O:19])[C:17]=3[CH:20]=2)=[O:25])=[CH:40][CH:39]=1. (3) Given the reactants [CH2:1]([C:3]1[N:4]([CH2:16][CH2:17][CH2:18][CH2:19][NH:20][CH:21]2[CH2:26][CH2:25][O:24][CH2:23][CH2:22]2)[C:5]2[C:14]3[CH:13]=[CH:12][CH:11]=[CH:10][C:9]=3[N:8]=[CH:7][C:6]=2[N:15]=1)[CH3:2].C(N(CC)CC)C.[C:34]([O:38][C:39](O[C:39]([O:38][C:34]([CH3:37])([CH3:36])[CH3:35])=[O:40])=[O:40])([CH3:37])([CH3:36])[CH3:35], predict the reaction product. The product is: [CH2:1]([C:3]1[N:4]([CH2:16][CH2:17][CH2:18][CH2:19][N:20]([CH:21]2[CH2:26][CH2:25][O:24][CH2:23][CH2:22]2)[C:39](=[O:40])[O:38][C:34]([CH3:37])([CH3:36])[CH3:35])[C:5]2[C:14]3[CH:13]=[CH:12][CH:11]=[CH:10][C:9]=3[N:8]=[CH:7][C:6]=2[N:15]=1)[CH3:2]. (4) Given the reactants [CH3:1][C:2]1[CH:3]=[C:4]([OH:21])[CH:5]=[CH:6][C:7]=1[N:8]1[C:12]2[CH:13]=[CH:14][CH:15]=[C:16]([C:17]([F:20])([F:19])[F:18])[C:11]=2[N:10]=[CH:9]1.Br[C:23]1[CH:28]=[CH:27][CH:26]=[C:25]([S:29]([CH:32]([CH3:34])[CH3:33])(=[O:31])=[O:30])[CH:24]=1, predict the reaction product. The product is: [CH3:1][C:2]1[CH:3]=[C:4]([O:21][C:27]2[CH:28]=[CH:23][CH:24]=[C:25]([S:29]([CH:32]([CH3:34])[CH3:33])(=[O:30])=[O:31])[CH:26]=2)[CH:5]=[CH:6][C:7]=1[N:8]1[C:12]2[CH:13]=[CH:14][CH:15]=[C:16]([C:17]([F:20])([F:19])[F:18])[C:11]=2[N:10]=[CH:9]1. (5) Given the reactants [F:1][C:2]1[CH:7]=[CH:6][C:5]([C:8]2[CH:16]=[CH:15][CH:14]=[C:13]3[C:9]=2[CH2:10][C:11](=[O:17])[NH:12]3)=[CH:4][CH:3]=1.[CH3:18][C:19]1[CH:23]=[C:22]([CH3:24])[NH:21][C:20]=1[CH:25]=O, predict the reaction product. The product is: [CH3:18][C:19]1[CH:23]=[C:22]([CH3:24])[NH:21][C:20]=1[CH:25]=[C:10]1[C:9]2[C:13](=[CH:14][CH:15]=[CH:16][C:8]=2[C:5]2[CH:4]=[CH:3][C:2]([F:1])=[CH:7][CH:6]=2)[NH:12][C:11]1=[O:17]. (6) Given the reactants [NH2:1][C:2]1[CH:3]=[C:4]([CH:12]=[C:13]([C:15]2[CH:20]=[CH:19][C:18]([CH3:21])=[CH:17][CH:16]=2)[N:14]=1)[C:5]([O:7][C:8]([CH3:11])([CH3:10])[CH3:9])=[O:6].Br[CH2:23][CH:24](OC)OC.CC1C=CC(S(O)(=O)=O)=CC=1, predict the reaction product. The product is: [CH3:21][C:18]1[CH:19]=[CH:20][C:15]([C:13]2[N:14]3[CH:23]=[CH:24][N:1]=[C:2]3[CH:3]=[C:4]([C:5]([O:7][C:8]([CH3:9])([CH3:10])[CH3:11])=[O:6])[CH:12]=2)=[CH:16][CH:17]=1. (7) Given the reactants C([NH:4][CH2:5][CH:6]([F:23])[CH2:7][C:8]1[C:17]2[C:12](=[CH:13][C:14]([Cl:18])=[CH:15][CH:16]=2)[C:11]2=[N:19][NH:20][C:21](=[O:22])[N:10]2[CH:9]=1)C=C.CC1C2C(=CC=CC=2)C(C)=C2C=1C=CC1C2=CC=CC=1, predict the reaction product. The product is: [NH2:4][CH2:5][CH:6]([F:23])[CH2:7][C:8]1[C:17]2[C:12](=[CH:13][C:14]([Cl:18])=[CH:15][CH:16]=2)[C:11]2=[N:19][NH:20][C:21](=[O:22])[N:10]2[CH:9]=1. (8) Given the reactants COC1C=CC(C2SC3C=C(OC)C=CC=3C=2)=C(N)C=1.BrC1C=CC(OCCN2CCCCC2)=C(F)C=1.[F:38][C:39]1[CH:40]=[C:41]([NH:54][C:55]2[CH:60]=[C:59]([O:61]C)[CH:58]=[CH:57][C:56]=2[C:63]2[S:67][C:66]3[CH:68]=[C:69]([O:72]C)[CH:70]=[CH:71][C:65]=3[CH:64]=2)[CH:42]=[CH:43][C:44]=1[O:45][CH2:46][CH2:47][N:48]1[CH2:53][CH2:52][CH2:51][CH2:50][CH2:49]1, predict the reaction product. The product is: [F:38][C:39]1[CH:40]=[C:41]([NH:54][C:55]2[CH:60]=[C:59]([OH:61])[CH:58]=[CH:57][C:56]=2[C:63]2[S:67][C:66]3[CH:68]=[C:69]([OH:72])[CH:70]=[CH:71][C:65]=3[CH:64]=2)[CH:42]=[CH:43][C:44]=1[O:45][CH2:46][CH2:47][N:48]1[CH2:53][CH2:52][CH2:51][CH2:50][CH2:49]1.